Dataset: Full USPTO retrosynthesis dataset with 1.9M reactions from patents (1976-2016). Task: Predict the reactants needed to synthesize the given product. (1) Given the product [O:7]1[C:13]2[CH:14]=[CH:15][CH:16]=[CH:17][C:12]=2[CH2:11][NH:10][CH2:9][CH2:8]1, predict the reactants needed to synthesize it. The reactants are: [H-].[Al+3].[Li+].[H-].[H-].[H-].[O:7]1[C:13]2[CH:14]=[CH:15][CH:16]=[CH:17][C:12]=2[CH2:11][NH:10][C:9](=O)[CH2:8]1.O. (2) Given the product [NH2:1][C@H:2]([C:26]([OH:28])=[O:27])[CH2:3][CH2:4][C:5]([NH:7][C@H:8]([C:12]([NH:14][CH2:15][C:16]([OH:18])=[O:17])=[O:13])[CH:9]([CH3:11])[CH3:10])=[O:6], predict the reactants needed to synthesize it. The reactants are: [NH:1](C(OCC1C=CC=CC=1)=O)[C@H:2]([C:26]([O:28]CC1C=CC=CC=1)=[O:27])[CH2:3][CH2:4][C:5]([NH:7][C@H:8]([C:12]([NH:14][CH2:15][C:16]([O:18]CC1C=CC=CC=1)=[O:17])=[O:13])[CH:9]([CH3:11])[CH3:10])=[O:6].O. (3) Given the product [Cl:32][C:33]1[CH:34]=[C:35]([NH:47][C:2]2[N:7]=[C:6]([C:8]3[S:12][C:11]([NH:13][CH2:14][CH3:15])=[N:10][C:9]=3[C:16]3[CH:17]=[C:18]([OH:22])[CH:19]=[CH:20][CH:21]=3)[CH:5]=[CH:4][N:3]=2)[CH:36]=[CH:37][C:38]=1[O:39][CH2:40][CH2:41][N:42]1[CH2:43][CH2:44][CH2:45][CH2:46]1, predict the reactants needed to synthesize it. The reactants are: Cl[C:2]1[N:7]=[C:6]([C:8]2[S:12][C:11]([NH:13][CH2:14][CH3:15])=[N:10][C:9]=2[C:16]2[CH:21]=[CH:20][CH:19]=[C:18]([O:22]CC3C=CC(OC)=CC=3)[CH:17]=2)[CH:5]=[CH:4][N:3]=1.[Cl:32][C:33]1[CH:34]=[C:35]([NH2:47])[CH:36]=[CH:37][C:38]=1[O:39][CH2:40][CH2:41][N:42]1[CH2:46][CH2:45][CH2:44][CH2:43]1.